From a dataset of Full USPTO retrosynthesis dataset with 1.9M reactions from patents (1976-2016). Predict the reactants needed to synthesize the given product. (1) Given the product [CH3:1][O:2][C:3](=[O:19])[C:4]([CH2:43][CH2:42][CH2:41][CH2:40][CH2:39][CH2:38][NH:37][C:35]([O:34][C:30]([CH3:31])([CH3:33])[CH3:32])=[O:36])([CH3:18])[C:5]1[C:13]2[C:8](=[CH:9][CH:10]=[CH:11][CH:12]=2)[N:7]([C:14]([O:16][CH3:17])=[O:15])[CH:6]=1, predict the reactants needed to synthesize it. The reactants are: [CH3:1][O:2][C:3](=[O:19])[CH:4]([CH3:18])[C:5]1[C:13]2[C:8](=[CH:9][CH:10]=[CH:11][CH:12]=2)[N:7]([C:14]([O:16][CH3:17])=[O:15])[CH:6]=1.C[Si]([N-][Si](C)(C)C)(C)C.[Li+].[C:30]([O:34][C:35]([NH:37][CH2:38][CH2:39][CH2:40][CH2:41][CH2:42][CH2:43]I)=[O:36])([CH3:33])([CH3:32])[CH3:31]. (2) Given the product [NH2:36][C:18]1[CH:19]=[C:20]([C@H:23]2[CH2:24][CH2:25][C@H:26]([O:29][CH2:30][CH2:31][C:32]([O:34][CH3:35])=[O:33])[CH2:27][CH2:28]2)[CH:21]=[CH:22][C:17]=1[NH:16][C:14]([C:12]1[O:13][C:9]([NH:8][C:5]2[CH:4]=[CH:3][C:2]([F:1])=[CH:7][CH:6]=2)=[N:10][N:11]=1)=[O:15], predict the reactants needed to synthesize it. The reactants are: [F:1][C:2]1[CH:7]=[CH:6][C:5]([NH:8][C:9]2[O:13][C:12]([C:14]([NH:16][C:17]3[CH:22]=[CH:21][C:20]([C@H:23]4[CH2:28][CH2:27][C@H:26]([O:29][CH2:30][CH2:31][C:32]([O:34][CH3:35])=[O:33])[CH2:25][CH2:24]4)=[CH:19][C:18]=3[N+:36]([O-])=O)=[O:15])=[N:11][N:10]=2)=[CH:4][CH:3]=1. (3) Given the product [Br:12][CH2:8][C:4]1[CH:5]=[CH:6][CH:7]=[C:2]([Cl:1])[C:3]=1[F:10], predict the reactants needed to synthesize it. The reactants are: [Cl:1][C:2]1[C:3]([F:10])=[C:4]([CH2:8]O)[CH:5]=[CH:6][CH:7]=1.P(Br)(Br)[Br:12].